Task: Predict which catalyst facilitates the given reaction.. Dataset: Catalyst prediction with 721,799 reactions and 888 catalyst types from USPTO (1) The catalyst class is: 5. Product: [CH3:24][C:21]1[CH:20]=[CH:19][C:18]([CH2:17][O:16][CH2:15][CH2:14][CH:11]2[CH2:10][CH2:9][NH:8][CH2:13][CH2:12]2)=[CH:23][CH:22]=1. Reactant: C(OC([N:8]1[CH2:13][CH2:12][CH:11]([CH2:14][CH2:15][O:16][CH2:17][C:18]2[CH:23]=[CH:22][C:21]([CH3:24])=[CH:20][CH:19]=2)[CH2:10][CH2:9]1)=O)(C)(C)C.Cl.CCOCC. (2) Reactant: [NH2:1][C@@H:2]([CH2:6][C:7]1[CH:12]=[CH:11][CH:10]=[CH:9][CH:8]=1)[C:3]([NH2:5])=O.[H-].[Al+3].[Li+].[H-].[H-].[H-]. Product: [C:7]1([CH2:6][C@H:2]([NH2:1])[CH2:3][NH2:5])[CH:12]=[CH:11][CH:10]=[CH:9][CH:8]=1. The catalyst class is: 7. (3) Reactant: [Br:1][C:2]1[CH:3]=[C:4]([N+:9]([O-])=O)[C:5]([CH3:8])=[N:6][CH:7]=1.[Cl-].[NH4+]. Product: [Br:1][C:2]1[CH:3]=[C:4]([NH2:9])[C:5]([CH3:8])=[N:6][CH:7]=1. The catalyst class is: 314. (4) Reactant: C(Cl)[Cl:2].[Cl:4][C:5]1[CH:10]=[CH:9][C:8]([C:11]2[C:12]([C:29]3[CH:34]=[CH:33][C:32]([Cl:35])=[CH:31][C:30]=3[Cl:36])=[N:13][C:14]([O:20][C:21]3[CH:26]=[CH:25][C:24]([F:27])=[C:23]([F:28])[CH:22]=3)=[C:15]([CH:19]=2)[C:16]([OH:18])=O)=[CH:7][CH:6]=1.C(Cl)(=O)C(Cl)=O. Product: [Cl:4][C:5]1[CH:6]=[CH:7][C:8]([C:11]2[C:12]([C:29]3[CH:34]=[CH:33][C:32]([Cl:35])=[CH:31][C:30]=3[Cl:36])=[N:13][C:14]([O:20][C:21]3[CH:26]=[CH:25][C:24]([F:27])=[C:23]([F:28])[CH:22]=3)=[C:15]([CH:19]=2)[C:16]([Cl:2])=[O:18])=[CH:9][CH:10]=1. The catalyst class is: 575. (5) Reactant: [F:1][C:2]1[CH:3]=[C:4]([CH2:8][CH2:9][NH:10][C:11]([CH:13]2[CH2:22][CH2:21][CH2:20][CH2:19][C:14]32OCC[O:15]3)=[O:12])[CH:5]=[CH:6][CH:7]=1.C1(C)C=CC(S(O)(=O)=O)=CC=1. Product: [F:1][C:2]1[CH:3]=[C:4]([CH2:8][CH2:9][NH:10][C:11]([CH:13]2[CH2:22][CH2:21][CH2:20][CH2:19][C:14]2=[O:15])=[O:12])[CH:5]=[CH:6][CH:7]=1. The catalyst class is: 95. (6) Reactant: [BH4-].[Na+].C(O)(C(F)(F)F)=O.[C:10]1([C:16]2[CH:21]=[C:20]([C:22]3[CH:27]=[CH:26][CH:25]=[CH:24][CH:23]=3)[N:19]=[C:18]([O:28][CH2:29][CH2:30][CH2:31][CH2:32][C:33]([CH3:37])([CH3:36])[C:34]#[N:35])[CH:17]=2)[CH:15]=[CH:14][CH:13]=[CH:12][CH:11]=1.O. Product: [C:10]1([C:16]2[CH:21]=[C:20]([C:22]3[CH:23]=[CH:24][CH:25]=[CH:26][CH:27]=3)[N:19]=[C:18]([O:28][CH2:29][CH2:30][CH2:31][CH2:32][C:33]([CH3:37])([CH3:36])[CH2:34][NH2:35])[CH:17]=2)[CH:11]=[CH:12][CH:13]=[CH:14][CH:15]=1. The catalyst class is: 1. (7) Reactant: [OH:1][C:2]1[CH:7]=[CH:6][C:5]([C:8](=[C:18]2[CH2:23][C:22]([CH3:25])([CH3:24])[CH2:21][C:20]([CH3:27])([CH3:26])[CH2:19]2)[C:9]2[CH:17]=[CH:16][C:12]([C:13](O)=[O:14])=[CH:11][CH:10]=2)=[CH:4][CH:3]=1.CC[N:30](CC)CC.ClC(OCC)=O.[NH4+].[OH-].[NH4+].[Cl-]. The catalyst class is: 1. Product: [OH:1][C:2]1[CH:7]=[CH:6][C:5]([C:8](=[C:18]2[CH2:23][C:22]([CH3:25])([CH3:24])[CH2:21][C:20]([CH3:27])([CH3:26])[CH2:19]2)[C:9]2[CH:17]=[CH:16][C:12]([C:13]([NH2:30])=[O:14])=[CH:11][CH:10]=2)=[CH:4][CH:3]=1.